From a dataset of Full USPTO retrosynthesis dataset with 1.9M reactions from patents (1976-2016). Predict the reactants needed to synthesize the given product. Given the product [C:1]([C:5]1[CH:38]=[CH:37][C:8]([C:9]([NH:11][C:12]2[C:13]([CH3:36])=[C:14]([C:18]3[N:19]=[C:20]([NH:26][C:27]4[CH:28]=[CH:29][C:30]([CH2:33][CH2:34][O:35][S:48]([CH3:51])(=[O:50])=[O:49])=[CH:31][CH:32]=4)[C:21](=[O:25])[N:22]([CH3:24])[CH:23]=3)[CH:15]=[CH:16][CH:17]=2)=[O:10])=[CH:7][CH:6]=1)([CH3:4])([CH3:2])[CH3:3], predict the reactants needed to synthesize it. The reactants are: [C:1]([C:5]1[CH:38]=[CH:37][C:8]([C:9]([NH:11][C:12]2[CH:17]=[CH:16][CH:15]=[C:14]([C:18]3[N:19]=[C:20]([NH:26][C:27]4[CH:32]=[CH:31][C:30]([CH2:33][CH2:34][OH:35])=[CH:29][CH:28]=4)[C:21](=[O:25])[N:22]([CH3:24])[CH:23]=3)[C:13]=2[CH3:36])=[O:10])=[CH:7][CH:6]=1)([CH3:4])([CH3:3])[CH3:2].C(N(C(C)C)CC)(C)C.[S:48](Cl)([CH3:51])(=[O:50])=[O:49].[OH-].[Na+].